From a dataset of Forward reaction prediction with 1.9M reactions from USPTO patents (1976-2016). Predict the product of the given reaction. (1) Given the reactants C1(P(C2C=CC=CC=2)C2C=CC=CC=2)C=CC=CC=1.[C:20]([Br:24])(Br)(Br)[Br:21].C(N(CC)CC)C.[OH:32][C:33]1[CH:40]=[CH:39][CH:38]=[CH:37][C:34]=1[CH:35]=O, predict the reaction product. The product is: [Br:21][C:20]([Br:24])=[CH:35][C:34]1[CH:37]=[CH:38][CH:39]=[CH:40][C:33]=1[OH:32]. (2) Given the reactants [NH2:1][CH2:2][C:3]([O:5][CH2:6][C:7]1[CH:12]=[CH:11][CH:10]=[CH:9][CH:8]=1)=[O:4].C(N(CC)CC)C.[N+:20]([C:23]1[CH:31]=[C:30]([N+:32]([O-:34])=[O:33])[CH:29]=[CH:28][C:24]=1[C:25](Cl)=[O:26])([O-:22])=[O:21].[N+](C1C=C([N+]([O-])=O)C=CC=1C(O)=O)([O-])=O.O=S(Cl)Cl, predict the reaction product. The product is: [N+:20]([C:23]1[CH:31]=[C:30]([N+:32]([O-:34])=[O:33])[CH:29]=[CH:28][C:24]=1[C:25]([NH:1][CH2:2][C:3]([O:5][CH2:6][C:7]1[CH:12]=[CH:11][CH:10]=[CH:9][CH:8]=1)=[O:4])=[O:26])([O-:22])=[O:21]. (3) Given the reactants F[C:2]1[N:9]=[CH:8][CH:7]=[C:6]([I:10])[C:3]=1[CH:4]=O.[F:11][C:12]1[CH:17]=[C:16]([F:18])[CH:15]=[C:14]([F:19])[C:13]=1[NH:20][NH2:21], predict the reaction product. The product is: [I:10][C:6]1[CH:7]=[CH:8][N:9]=[C:2]2[N:20]([C:13]3[C:14]([F:19])=[CH:15][C:16]([F:18])=[CH:17][C:12]=3[F:11])[N:21]=[CH:4][C:3]=12.